This data is from Full USPTO retrosynthesis dataset with 1.9M reactions from patents (1976-2016). The task is: Predict the reactants needed to synthesize the given product. (1) Given the product [CH3:15][C:11]1[O:29][C:9](/[CH:49]=[CH:48]/[C:45]2[CH:44]=[CH:43][C:42]([N:53]([CH3:54])[CH3:52])=[CH:47][CH:46]=2)=[CH:8][C:13](=[C:14]([C:2]#[N:3])[C:5]#[N:4])[CH:12]=1, predict the reactants needed to synthesize it. The reactants are: Br[C:2]1[C:14]2[C:13]3[CH:12]=[C:11]([C:15]4C=NC=CC=4)C=[CH:9][C:8]=3N=C[C:5]=2[N:4](C(OC(C)(C)C)=O)[N:3]=1.C([O-])([O-])=[O:29].[K+].[K+].CC1(C)C(C)(C)OB([C:42]2[CH:47]=[CH:46][C:45]([CH2:48][C:49]#N)=[CH:44][CH:43]=2)O1.[CH3:52][N:53](C=O)[CH3:54]. (2) Given the product [Cl:35][C:36]1[CH:41]=[CH:40][C:39]([CH:42]2[NH:46][C:45]([C:47]3[CH:52]=[CH:51][C:50]([O:53][CH3:54])=[CH:49][C:48]=3[O:55][CH2:56][CH3:57])=[N:44][CH:43]2[CH:58]2[CH2:59][CH2:63][CH2:62][CH2:61][CH2:60]2)=[CH:38][CH:37]=1, predict the reactants needed to synthesize it. The reactants are: ClC1C=CC(C(N)C(C2CCCCC2)N)=CC=1.Cl.C(OC1C=C(OC)C=CC=1C(=N)OCC)C.[Cl:35][C:36]1[CH:41]=[CH:40][C:39]([CH:42]2[NH:46][C:45]([C:47]3[CH:52]=[CH:51][C:50]([O:53][CH3:54])=[CH:49][C:48]=3[O:55][CH2:56][CH3:57])=[N:44][CH:43]2[CH2:58][CH:59]2[CH2:63][CH2:62][CH2:61][CH2:60]2)=[CH:38][CH:37]=1. (3) Given the product [F:16][C:14]1[C:12](=[O:13])[NH:11][C:9](=[O:10])[N:8]([CH:15]=1)[C@@H:6]1[O:7][C@H:3]([CH3:2])[C@@H:4]([OH:18])[C@H:5]1[OH:17], predict the reactants needed to synthesize it. The reactants are: I[CH2:2][C@H:3]1[O:7][C@@H:6]([N:8]2[CH:15]=[C:14]([F:16])[C:12](=[O:13])[NH:11][C:9]2=[O:10])[C@H:5]([OH:17])[C@@H:4]1[OH:18].C1CCCCC=1.C(N(CC)CC)C. (4) Given the product [F:33][C:31]1[CH:30]=[C:29]([C:34]2[N:38]=[C:37]([CH3:39])[N:36]([CH2:40][CH2:41][C:42]([NH:45][CH2:20][CH:19]([C:16]3[CH:17]=[CH:18][C:9]([OH:8])=[C:10]([CH2:11][OH:13])[CH:15]=3)[OH:25])([CH3:43])[CH3:44])[N:35]=2)[CH:28]=[C:27]([F:26])[CH:32]=1, predict the reactants needed to synthesize it. The reactants are: C([O:8][C:9]1[CH:18]=[CH:17][C:16]([C:19](=[O:25])[CH:20](OCC)O)=[CH:15][C:10]=1[C:11]([O:13]C)=O)C1C=CC=CC=1.[F:26][C:27]1[CH:28]=[C:29]([C:34]2[N:38]=[C:37]([CH3:39])[N:36]([CH2:40][CH2:41][C:42]([NH2:45])([CH3:44])[CH3:43])[N:35]=2)[CH:30]=[C:31]([F:33])[CH:32]=1. (5) Given the product [CH3:31][O:30][C:23]1[C:24]([O:28][CH3:29])=[CH:25][CH:26]=[CH:27][C:22]=1[C:21]1[C:15]2[O:14][CH:13]([CH2:12][NH:34][CH3:33])[CH2:17][C:16]=2[CH:18]=[C:19]([CH3:32])[CH:20]=1, predict the reactants needed to synthesize it. The reactants are: CC1C=CC(S(O[CH2:12][CH:13]2[CH2:17][C:16]3[CH:18]=[C:19]([CH3:32])[CH:20]=[C:21]([C:22]4[CH:27]=[CH:26][CH:25]=[C:24]([O:28][CH3:29])[C:23]=4[O:30][CH3:31])[C:15]=3[O:14]2)(=O)=O)=CC=1.[CH3:33][NH2:34]. (6) Given the product [N:21]1[CH:22]=[CH:23][CH:24]=[C:19]([N:1]2[C:9]3[C:4](=[CH:5][CH:6]=[CH:7][N:8]=3)[CH:3]=[CH:2]2)[CH:20]=1, predict the reactants needed to synthesize it. The reactants are: [NH:1]1[C:9]2[C:4](=[CH:5][CH:6]=[CH:7][N:8]=2)[CH:3]=[CH:2]1.P([O-])([O-])([O-])=O.[K+].[K+].[K+].Br[C:19]1[CH:20]=[N:21][CH:22]=[CH:23][CH:24]=1.